Predict the reactants needed to synthesize the given product. From a dataset of Full USPTO retrosynthesis dataset with 1.9M reactions from patents (1976-2016). (1) The reactants are: [CH3:1][C:2]1[N:7]=[C:6]([C:8]2[NH:12][C:11]([CH2:13][C:14]3[CH:19]=[CH:18][CH:17]=[C:16]([N+:20]([O-])=O)[CH:15]=3)=[N:10][C:9]=2[C:23]2[CH:24]=[C:25]3[C:30](=[CH:31][CH:32]=2)[N:29]=[CH:28][CH:27]=[CH:26]3)[CH:5]=[CH:4][CH:3]=1. Given the product [CH3:1][C:2]1[N:7]=[C:6]([C:8]2[NH:12][C:11]([CH2:13][C:14]3[CH:19]=[CH:18][CH:17]=[C:16]([N:20]4[CH2:4][CH2:3][CH2:2][CH2:1]4)[CH:15]=3)=[N:10][C:9]=2[C:23]2[CH:24]=[C:25]3[C:30](=[CH:31][CH:32]=2)[N:29]=[CH:28][CH:27]=[CH:26]3)[CH:5]=[CH:4][CH:3]=1, predict the reactants needed to synthesize it. (2) The reactants are: Cl[C:2]1[CH:9]=[CH:8][C:7](Cl)=[CH:6][C:3]=1[CH2:4]Br.P(=O)([O-])[O-].[CH:15](=O)[C:16]1[C:17](=[CH:19][CH:20]=[CH:21][CH:22]=1)O. Given the product [C:3]1(/[CH:4]=[CH:15]/[C:16]2[CH:17]=[CH:19][CH:20]=[CH:21][CH:22]=2)[CH:6]=[CH:7][CH:8]=[CH:9][CH:2]=1, predict the reactants needed to synthesize it. (3) Given the product [Cl:16][C:12]1[CH:13]=[C:14]2[C:9](=[C:10]([C:17]#[C:18][CH3:19])[CH:11]=1)[O:8][CH:7]([C:20]([F:23])([F:21])[F:22])[C:6]([C:4]([OH:5])=[O:3])=[CH:15]2, predict the reactants needed to synthesize it. The reactants are: C([O:3][C:4]([C:6]1[CH:7]([C:20]([F:23])([F:22])[F:21])[O:8][C:9]2[C:14]([CH:15]=1)=[CH:13][C:12]([Cl:16])=[CH:11][C:10]=2[C:17]#[C:18][CH3:19])=[O:5])C.C1COCC1.CCO.O.O[Li].O.Cl. (4) The reactants are: [Cl:1][C:2]([F:14])([F:13])[C:3]([C:6]1[CH:12]=[CH:11][C:9]([NH2:10])=[CH:8][CH:7]=1)([F:5])[F:4].[Br:15][C:16]1[C:17]([Cl:25])=[N:18][CH:19]=[C:20]([CH:24]=1)[C:21](O)=[O:22]. Given the product [Br:15][C:16]1[C:17]([Cl:25])=[N:18][CH:19]=[C:20]([CH:24]=1)[C:21]([NH:10][C:9]1[CH:11]=[CH:12][C:6]([C:3]([F:5])([F:4])[C:2]([Cl:1])([F:13])[F:14])=[CH:7][CH:8]=1)=[O:22], predict the reactants needed to synthesize it. (5) Given the product [F:26][C:11]([F:25])([S:8]([C:7]1[C:2]2[N:3]([CH:27]=[CH:28][N:1]=2)[CH:4]=[CH:5][CH:6]=1)(=[O:9])=[O:10])[CH:12]1[CH2:17][CH2:16][N:15]([C:18]([O:20][C:21]([CH3:22])([CH3:23])[CH3:24])=[O:19])[CH2:14][CH2:13]1, predict the reactants needed to synthesize it. The reactants are: [NH2:1][C:2]1[C:7]([S:8]([C:11]([F:26])([F:25])[CH:12]2[CH2:17][CH2:16][N:15]([C:18]([O:20][C:21]([CH3:24])([CH3:23])[CH3:22])=[O:19])[CH2:14][CH2:13]2)(=[O:10])=[O:9])=[CH:6][CH:5]=[CH:4][N:3]=1.[CH3:27][C:28]([O-])=O.[Na+].ClCC(OC)OC.Cl. (6) The reactants are: [K].[NH:2]1[CH2:6][CH2:5][CH2:4][C:3]1=[O:7].[Br:8][C:9]([CH2:11]Br)=[CH2:10]. Given the product [Br:8][C:9](=[CH2:10])[CH2:11][N:2]1[CH2:6][CH2:5][CH2:4][C:3]1=[O:7], predict the reactants needed to synthesize it. (7) The reactants are: [Cl:1][C:2]1[C:3]([F:14])=[C:4]2[C:10]([N+:11]([O-])=O)=[CH:9][NH:8][C:5]2=[N:6][CH:7]=1.Cl[Sn]Cl.[OH-].[Na+].C(Cl)Cl. Given the product [Cl:1][C:2]1[C:3]([F:14])=[C:4]2[C:10]([NH2:11])=[CH:9][NH:8][C:5]2=[N:6][CH:7]=1, predict the reactants needed to synthesize it.